This data is from Full USPTO retrosynthesis dataset with 1.9M reactions from patents (1976-2016). The task is: Predict the reactants needed to synthesize the given product. (1) Given the product [ClH:34].[CH3:32][C:30]1[CH:31]=[C:26]([CH:27]=[C:28]([CH3:33])[CH:29]=1)[O:25][C:6]1[CH:5]=[CH:4][C:3]([C:1]#[N:2])=[CH:8][C:7]=1[S:9]([N:12]1[CH2:17][CH2:16][NH:15][CH2:14][CH2:13]1)(=[O:11])=[O:10], predict the reactants needed to synthesize it. The reactants are: [C:1]([C:3]1[CH:4]=[CH:5][C:6]([O:25][C:26]2[CH:31]=[C:30]([CH3:32])[CH:29]=[C:28]([CH3:33])[CH:27]=2)=[C:7]([S:9]([N:12]2[CH2:17][CH2:16][N:15](C(OC(C)(C)C)=O)[CH2:14][CH2:13]2)(=[O:11])=[O:10])[CH:8]=1)#[N:2].[ClH:34]. (2) The reactants are: [CH3:1][C:2]1[C:7]2[NH:8][C:9](=[O:11])[O:10][C:6]=2[CH:5]=[CH:4][CH:3]=1.C([O-])([O-])=O.[K+].[K+].[CH2:18]([O:25][C:26](=[O:29])[CH2:27]Br)[C:19]1[CH:24]=[CH:23][CH:22]=[CH:21][CH:20]=1. Given the product [CH2:18]([O:25][C:26](=[O:29])[CH2:27][N:8]1[C:7]2[C:2]([CH3:1])=[CH:3][CH:4]=[CH:5][C:6]=2[O:10][C:9]1=[O:11])[C:19]1[CH:24]=[CH:23][CH:22]=[CH:21][CH:20]=1, predict the reactants needed to synthesize it. (3) The reactants are: [CH2:1]([N:3]([CH3:60])[CH:4]1[CH2:9][CH2:8][CH:7]([NH:10][C:11]([C:13]2[CH:18]=[CH:17][C:16]([C:19]3[CH:24]=[CH:23][C:22]([CH2:25][C@H:26]([NH:41][C:42]([C@H:44]4[CH2:49][CH2:48][C@H:47]([CH2:50][NH:51]C(=O)OC(C)(C)C)[CH2:46][CH2:45]4)=[O:43])[C:27](=[O:40])[NH:28][C:29]4[CH:34]=[CH:33][C:32]([C:35]5[NH:39][N:38]=[N:37][N:36]=5)=[CH:31][CH:30]=4)=[CH:21][CH:20]=3)=[C:15]([CH3:59])[CH:14]=2)=[O:12])[CH2:6][CH2:5]1)[CH3:2].[ClH:61]. Given the product [ClH:61].[NH2:51][CH2:50][C@H:47]1[CH2:48][CH2:49][C@H:44]([C:42]([NH:41][C@H:26]([C:27](=[O:40])[NH:28][C:29]2[CH:34]=[CH:33][C:32]([C:35]3[NH:39][N:38]=[N:37][N:36]=3)=[CH:31][CH:30]=2)[CH2:25][C:22]2[CH:21]=[CH:20][C:19]([C:16]3[CH:17]=[CH:18][C:13]([C:11]([NH:10][CH:7]4[CH2:6][CH2:5][CH:4]([N:3]([CH2:1][CH3:2])[CH3:60])[CH2:9][CH2:8]4)=[O:12])=[CH:14][C:15]=3[CH3:59])=[CH:24][CH:23]=2)=[O:43])[CH2:45][CH2:46]1, predict the reactants needed to synthesize it. (4) Given the product [O:20]1[C:24]2[CH:25]=[CH:26][C:27]([C:8]3[C:7]([C:14]#[N:15])=[C:6]([OH:16])[C:5]([OH:4])=[CH:10][C:9]=3[C:11]#[N:12])=[CH:28][C:23]=2[CH2:22][CH2:21]1, predict the reactants needed to synthesize it. The reactants are: C([O:4][C:5]1[CH:10]=[C:9]([C:11]#[N:12])[C:8](Br)=[C:7]([C:14]#[N:15])[C:6]=1[O:16]C(=O)C)(=O)C.[O:20]1[C:24]2[CH:25]=[CH:26][C:27](B(O)O)=[CH:28][C:23]=2[CH2:22][CH2:21]1.